Dataset: Reaction yield outcomes from USPTO patents with 853,638 reactions. Task: Predict the reaction yield, written as a fraction of the theoretical maximum amount of product (1.0 means a 100% yield; for example, 0.34 means a 34% yield). (1) The reactants are [Cl:1][C:2]1[CH:3]=[C:4]([C:8]2[C:17]3[C:12](=[CH:13][CH:14]=[C:15]([C:18](=[O:26])[C:19]4[CH:24]=[CH:23][C:22]([F:25])=[CH:21][CH:20]=4)[CH:16]=3)[NH:11][C:10](=O)[N:9]=2)[CH:5]=[CH:6][CH:7]=1.P(Cl)(Cl)([Cl:30])=O. No catalyst specified. The product is [Cl:30][C:10]1[N:9]=[C:8]([C:4]2[CH:5]=[CH:6][CH:7]=[C:2]([Cl:1])[CH:3]=2)[C:17]2[C:12](=[CH:13][CH:14]=[C:15]([C:18]([C:19]3[CH:24]=[CH:23][C:22]([F:25])=[CH:21][CH:20]=3)=[O:26])[CH:16]=2)[N:11]=1. The yield is 0.400. (2) The product is [CH3:22][C:15]1[N:14]=[C:13]([N:10]2[CH2:11][CH2:12][C:6]3([O:5][N:4]=[C:3]([C:1]#[C:2][CH3:23])[CH2:7]3)[CH2:8][CH2:9]2)[C:18]([N+:19]([O-:21])=[O:20])=[CH:17][CH:16]=1. The catalyst is C1COCC1. The reactants are [C:1]([C:3]1[CH2:7][C:6]2([CH2:12][CH2:11][N:10]([C:13]3[C:18]([N+:19]([O-:21])=[O:20])=[CH:17][CH:16]=[C:15]([CH3:22])[N:14]=3)[CH2:9][CH2:8]2)[O:5][N:4]=1)#[CH:2].[CH2:23]([Li])CCC.CCCCCC.CI. The yield is 0.229. (3) The reactants are [CH2:1]([O:3][C:4](=[O:17])[C:5](=O)[CH2:6][C:7]([C:9]1[CH:14]=[CH:13][CH:12]=[C:11]([Cl:15])[CH:10]=1)=[O:8])C.Cl.[NH2:19]O. The catalyst is CO. The product is [CH3:1][O:3][C:4]([C:5]1[CH:6]=[C:7]([C:9]2[CH:14]=[CH:13][CH:12]=[C:11]([Cl:15])[CH:10]=2)[O:8][N:19]=1)=[O:17]. The yield is 0.710. (4) The reactants are [CH3:1][C:2]1([CH3:40])[CH2:7][CH2:6][C:5]([C:8]2[CH:13]=[C:12]([CH:14]3[CH2:19][C:18](=[O:20])[NH:17][C:16](=[O:21])[CH2:15]3)[CH:11]=[CH:10][C:9]=2[NH:22][C:23]([C:25]2[N:26](COCC[Si](C)(C)C)[CH:27]=[C:28]([C:30]#[N:31])[N:29]=2)=[O:24])=[CH:4][CH2:3]1.CO.C(O)(C(F)(F)F)=O. The catalyst is C(Cl)Cl. The product is [CH3:1][C:2]1([CH3:40])[CH2:7][CH2:6][C:5]([C:8]2[CH:13]=[C:12]([CH:14]3[CH2:15][C:16](=[O:21])[NH:17][C:18](=[O:20])[CH2:19]3)[CH:11]=[CH:10][C:9]=2[NH:22][C:23]([C:25]2[NH:26][CH:27]=[C:28]([C:30]#[N:31])[N:29]=2)=[O:24])=[CH:4][CH2:3]1. The yield is 0.640. (5) The reactants are Br[C:2]1[CH:3]=[C:4]([CH:9]=[CH:10][C:11]=1[CH2:12][NH:13][C:14]1([CH2:17][OH:18])[CH2:16][CH2:15]1)[C:5]([O:7][CH3:8])=[O:6].C([O-])([O-])=O.[K+].[K+]. The catalyst is C(O)(C)C.[Cu]I. The product is [C:14]12([NH:13][CH2:12][C:11]3[CH:10]=[CH:9][C:4]([C:5]([O:7][CH3:8])=[O:6])=[CH:3][C:2]=3[O:18][CH2:17]1)[CH2:16][CH2:15]2. The yield is 0.720.